Dataset: Catalyst prediction with 721,799 reactions and 888 catalyst types from USPTO. Task: Predict which catalyst facilitates the given reaction. Reactant: [CH2:1]([O:8][C:9]1[C:27]2=[CH:28][C:12]([C:13]3[CH:66]=C([CH2:18][C@H:19]([NH:55][C:56]([O:58][CH2:59][C:60]4[CH:65]=[CH:64][CH:63]=[CH:62][CH:61]=4)=[O:57])[C:20](=[O:54])[NH:21][C@@H:22]([CH2:40][CH2:41][CH:42]([N:51]=[C:52]=[O:53])OCC4C=CC=CC=4)[C:23](=[O:39])[NH:24][C@H:25]([C:29]([O:31]CC4C=CC=CC=4)=[O:30])[CH2:26]2)C(OCC2C=CC=CC=2)=[CH:15][CH:14]=3)=[CH:11][CH:10]=1)[C:2]1[CH:7]=[CH:6][CH:5]=[CH:4][CH:3]=1.[CH2:75]1[CH2:79][O:78][CH2:77][CH2:76]1.[OH-:80].[Li+].Cl. Product: [CH2:1]([O:8][C:9]1[CH:10]=[CH:11][C:12]2[C:13]3[CH:14]=[CH:15][C:79]([O:78][CH2:77][C:76]4[CH:11]=[CH:10][CH:9]=[CH:27][CH:26]=4)=[C:75]([CH:66]=3)[CH2:18][C@H:19]([NH:55][C:56]([O:58][CH2:59][C:60]3[CH:65]=[CH:64][CH:63]=[CH:62][CH:61]=3)=[O:57])[C:20](=[O:54])[NH:21][C@@H:22]([CH2:40][CH2:41][CH2:42][NH:51][C:52]([O:80][CH2:1][C:2]3[CH:3]=[CH:4][CH:5]=[CH:6][CH:7]=3)=[O:53])[C:23](=[O:39])[NH:24][C@H:25]([C:29]([OH:31])=[O:30])[CH2:26][C:27]=1[CH:28]=2)[C:2]1[CH:3]=[CH:4][CH:5]=[CH:6][CH:7]=1. The catalyst class is: 136.